This data is from Forward reaction prediction with 1.9M reactions from USPTO patents (1976-2016). The task is: Predict the product of the given reaction. (1) Given the reactants Cl[C:2]1[C:3]2[CH2:11][CH2:10][N:9]([C:12]([O:14][C:15]([CH3:18])([CH3:17])[CH3:16])=[O:13])[CH2:8][C:4]=2[N:5]=[CH:6][N:7]=1.[NH:19]1[CH:23]=[N:22][CH:21]=[N:20]1.CCN(C(C)C)C(C)C, predict the reaction product. The product is: [N:19]1([C:2]2[C:3]3[CH2:11][CH2:10][N:9]([C:12]([O:14][C:15]([CH3:18])([CH3:17])[CH3:16])=[O:13])[CH2:8][C:4]=3[N:5]=[CH:6][N:7]=2)[CH:23]=[N:22][CH:21]=[N:20]1. (2) Given the reactants [CH3:1][O:2][C:3]1[CH:8]=[CH:7][CH:6]=[CH:5][C:4]=1[CH:9]1[CH2:14][CH2:13][CH2:12][CH2:11][CH:10]1[CH2:15][CH:16]=[O:17].CC(C)=[O:20].OS(O)(=O)=O.O=[Cr](=O)=O, predict the reaction product. The product is: [CH3:1][O:2][C:3]1[CH:8]=[CH:7][CH:6]=[CH:5][C:4]=1[CH:9]1[CH2:14][CH2:13][CH2:12][CH2:11][CH:10]1[CH2:15][C:16]([OH:20])=[O:17]. (3) The product is: [Cl:14][CH2:13][CH2:12][O:15][C:16]1[CH:23]=[CH:22][CH:21]=[CH:20][C:17]=1[CH:18]=[O:19]. Given the reactants CC1C=CC(S(O[CH2:12][CH2:13][Cl:14])(=O)=O)=CC=1.[OH:15][C:16]1[CH:23]=[CH:22][CH:21]=[CH:20][C:17]=1[CH:18]=[O:19].C([O-])([O-])=O.[K+].[K+].O, predict the reaction product. (4) Given the reactants [CH2:1]([C:3]1[C:11]2[C:6](=[CH:7][CH:8]=[CH:9][C:10]=2[NH:12][C:13]([C:15]2[N:19]3[CH:20]=[CH:21][C:22]([CH2:24]O)=[CH:23][C:18]3=[N:17][CH:16]=2)=[O:14])[N:5]([CH2:26][C:27]2[CH:32]=[CH:31][CH:30]=[C:29]([CH3:33])[N:28]=2)[N:4]=1)[CH3:2].CS(Cl)(=O)=O.C([O-])([O-])=O.[K+].[K+].[N:45]1([C:51]([O:53][C:54]([CH3:57])([CH3:56])[CH3:55])=[O:52])[CH2:50][CH2:49][NH:48][CH2:47][CH2:46]1, predict the reaction product. The product is: [CH2:1]([C:3]1[C:11]2[C:6](=[CH:7][CH:8]=[CH:9][C:10]=2[NH:12][C:13]([C:15]2[N:19]3[CH:20]=[CH:21][C:22]([CH2:24][N:48]4[CH2:49][CH2:50][N:45]([C:51]([O:53][C:54]([CH3:57])([CH3:56])[CH3:55])=[O:52])[CH2:46][CH2:47]4)=[CH:23][C:18]3=[N:17][CH:16]=2)=[O:14])[N:5]([CH2:26][C:27]2[CH:32]=[CH:31][CH:30]=[C:29]([CH3:33])[N:28]=2)[N:4]=1)[CH3:2]. (5) Given the reactants [NH2:1][C:2]1[S:6][N:5]=[CH:4][N:3]=1.[CH:7]1([NH:10][C:11]([C:13]2[CH:14]=[C:15]([F:37])[C:16]([CH3:36])=[C:17]([C:19]3[CH:24]=[CH:23][C:22]([C:25](O)=[O:26])=[CH:21][C:20]=3[C:28]([NH:30][C:31]3[S:32][CH:33]=[CH:34][N:35]=3)=[O:29])[CH:18]=2)=[O:12])[CH2:9][CH2:8]1.Cl.CN(C)CCCN=C=NCC.CCOC(C)=O, predict the reaction product. The product is: [CH:7]1([NH:10][C:11]([C:13]2[CH:18]=[C:17]([C:19]3[C:20]([C:28]([NH:30][C:31]4[S:32][CH:33]=[CH:34][N:35]=4)=[O:29])=[CH:21][C:22]([C:25]([NH:1][C:2]4[S:6][N:5]=[CH:4][N:3]=4)=[O:26])=[CH:23][CH:24]=3)[C:16]([CH3:36])=[C:15]([F:37])[CH:14]=2)=[O:12])[CH2:9][CH2:8]1. (6) Given the reactants [Br:1][C:2]1[CH:9]=[CH:8][C:5]([CH2:6]Br)=[CH:4][CH:3]=1.[CH3:10][NH:11][CH2:12][CH:13]([OH:20])[C:14]1[CH:19]=[CH:18][CH:17]=[CH:16][CH:15]=1.C(=O)([O-])[O-].[K+].[K+], predict the reaction product. The product is: [Br:1][C:2]1[CH:9]=[CH:8][C:5]([CH2:6][N:11]([CH3:10])[CH2:12][CH:13]([C:14]2[CH:19]=[CH:18][CH:17]=[CH:16][CH:15]=2)[OH:20])=[CH:4][CH:3]=1. (7) Given the reactants FC(F)(F)C(O)=O.[C:8]([N:15]1[CH2:20][CH2:19][CH2:18][CH:17]([CH2:21][N:22]([C:27]2[CH:32]=[CH:31][CH:30]=[CH:29][CH:28]=2)[C:23](=[O:26])[CH2:24][CH3:25])[CH2:16]1)(OC(C)(C)C)=O.[N:33]1[CH:38]=[CH:37][CH:36]=[C:35](C=O)[CH:34]=1.[BH-](OC(C)=O)(OC(C)=O)OC(C)=O.[Na+], predict the reaction product. The product is: [N:33]1[CH:38]=[CH:37][CH:36]=[C:35]([CH2:8][N:15]2[CH2:20][CH2:19][CH2:18][CH:17]([CH2:21][N:22]([C:27]3[CH:28]=[CH:29][CH:30]=[CH:31][CH:32]=3)[C:23](=[O:26])[CH2:24][CH3:25])[CH2:16]2)[CH:34]=1. (8) Given the reactants [Cl:1][C:2]1[CH:7]=[CH:6][CH:5]=[CH:4][C:3]=1[N:8]1[C:12]([S:13][C:14]2[CH:15]=[N:16][CH:17]=[CH:18][CH:19]=2)=[CH:11][C:10]([CH2:20][N:21]([CH3:29])[C:22](=[O:28])[O:23][C:24]([CH3:27])([CH3:26])[CH3:25])=[N:9]1.C(#N)C.C([O-])([O-])=[O:34].C([O-])([O-])=O.OO.OO.OO.[Na+].[Na+].[Na+].[Na+].[OH2:51], predict the reaction product. The product is: [Cl:1][C:2]1[CH:7]=[CH:6][CH:5]=[CH:4][C:3]=1[N:8]1[C:12]([S:13]([C:14]2[CH:15]=[N:16][CH:17]=[CH:18][CH:19]=2)(=[O:34])=[O:51])=[CH:11][C:10]([CH2:20][N:21]([CH3:29])[C:22](=[O:28])[O:23][C:24]([CH3:25])([CH3:26])[CH3:27])=[N:9]1. (9) Given the reactants I[C:2]1[C:6]2[CH:7]=[C:8]3[C:13](=[CH:14][C:5]=2[N:4]([C:24]([C:37]2[CH:42]=[CH:41][CH:40]=[CH:39][CH:38]=2)([C:31]2[CH:36]=[CH:35][CH:34]=[CH:33][CH:32]=2)[C:25]2[CH:30]=[CH:29][CH:28]=[CH:27][CH:26]=2)[N:3]=1)[NH:12][C:11](=[O:15])[N:10]([C@@H:16]([C:18]1[CH:23]=[CH:22][CH:21]=[CH:20][CH:19]=1)[CH3:17])[CH2:9]3.[CH:43]1(B2OC(C)(C)C(C)(C)O2)[CH2:45][CH2:44]1.C(=O)([O-])[O-].[K+].[K+].N#N, predict the reaction product. The product is: [CH:43]1([C:2]2[C:6]3[CH:7]=[C:8]4[C:13](=[CH:14][C:5]=3[N:4]([C:24]([C:37]3[CH:42]=[CH:41][CH:40]=[CH:39][CH:38]=3)([C:31]3[CH:36]=[CH:35][CH:34]=[CH:33][CH:32]=3)[C:25]3[CH:30]=[CH:29][CH:28]=[CH:27][CH:26]=3)[N:3]=2)[NH:12][C:11](=[O:15])[N:10]([C@@H:16]([C:18]2[CH:23]=[CH:22][CH:21]=[CH:20][CH:19]=2)[CH3:17])[CH2:9]4)[CH2:45][CH2:44]1.